Dataset: Catalyst prediction with 721,799 reactions and 888 catalyst types from USPTO. Task: Predict which catalyst facilitates the given reaction. (1) Reactant: CO[C:3](=[O:20])[C@@H:4]([NH2:19])[CH2:5][CH2:6][CH2:7][NH:8][C:9]([O:11][CH2:12][C:13]1[CH:18]=[CH:17][CH:16]=[CH:15][CH:14]=1)=[O:10].[NH3:21]. Product: [CH2:12]([O:11][C:9](=[O:10])[NH:8][CH2:7][CH2:6][CH2:5][C@H:4]([NH2:19])[C:3](=[O:20])[NH2:21])[C:13]1[CH:14]=[CH:15][CH:16]=[CH:17][CH:18]=1. The catalyst class is: 5. (2) Reactant: [F:1][C:2]([F:12])([F:11])[C:3]1[N:10]=[CH:9][CH:8]=[CH:7][C:4]=1[C:5]#[N:6]. Product: [F:12][C:2]([F:1])([F:11])[C:3]1[C:4]([CH2:5][NH2:6])=[CH:7][CH:8]=[CH:9][N:10]=1. The catalyst class is: 331. (3) Reactant: [CH2:1]([O:4][C:5]1[CH:10]=[CH:9][C:8]([C@H:11]2[N:19]3[C@@H:14]([CH2:15][CH2:16][CH2:17][CH2:18]3)[CH2:13][CH2:12]2)=[CH:7][CH:6]=1)[C:2]#[CH:3].[CH2:20]=O.[NH:22]1[CH2:27][CH2:26][CH2:25][CH2:24][CH2:23]1. Product: [NH:22]1[CH2:27][CH2:26][CH2:25][CH:24]([CH2:20][CH:1]([O:4][C:5]2[CH:10]=[CH:9][C:8]([C@H:11]3[N:19]4[C@@H:14]([CH2:15][CH2:16][CH2:17][CH2:18]4)[CH2:13][CH2:12]3)=[CH:7][CH:6]=2)[C:2]#[CH:3])[CH2:23]1. The catalyst class is: 185. (4) Reactant: N[C:2]1[C:3]([C:9]([O:11][CH3:12])=[O:10])=[N:4][C:5]([Br:8])=[CH:6][N:7]=1.N([O-])=O.[Na+].[CH3:17][OH:18].C(Cl)(Cl)Cl. Product: [Br:8][C:5]1[N:4]=[C:3]([C:9]([O:11][CH3:12])=[O:10])[C:2]([O:18][CH3:17])=[N:7][CH:6]=1. The catalyst class is: 65.